Dataset: Reaction yield outcomes from USPTO patents with 853,638 reactions. Task: Predict the reaction yield, written as a fraction of the theoretical maximum amount of product (1.0 means a 100% yield; for example, 0.34 means a 34% yield). (1) The reactants are C[Si]([N-][Si](C)(C)C)(C)C.[Na+].[CH2:11]1COCC1.[CH3:16][O:17][C:18](=[O:27])[CH2:19][CH2:20][C:21]1[C:22](=[O:26])[NH:23][CH2:24][CH:25]=1.S(OC)(OC)(=O)=O. The catalyst is [NH4+].[Cl-]. The product is [CH3:16][O:17][C:18](=[O:27])[CH2:19][CH2:20][C:21]1[C:22](=[O:26])[N:23]([CH3:11])[CH2:24][CH:25]=1. The yield is 0.330. (2) The reactants are O[Li].O.C([O:6][C:7]([C:9]1[N:10]=[N:11][N:12]([C:14]2[CH:19]=[CH:18][CH:17]=[CH:16][CH:15]=2)[CH:13]=1)=[O:8])C. The catalyst is C1COCC1.O. The product is [C:14]1([N:12]2[CH:13]=[C:9]([C:7]([OH:8])=[O:6])[N:10]=[N:11]2)[CH:15]=[CH:16][CH:17]=[CH:18][CH:19]=1. The yield is 0.354. (3) The reactants are [O:1]1CCO[CH:2]1[C:6]1[CH:7]=[C:8]([C:13]#[C:14][CH2:15][OH:16])[CH:9]=[C:10]([CH3:12])[CH:11]=1.C1(C)C=CC(S([O-])(=O)=O)=CC=1.[NH+]1C=CC=CC=1. The catalyst is CC(C)=O.O. The product is [OH:16][CH2:15][C:14]#[C:13][C:8]1[CH:7]=[C:6]([CH:11]=[C:10]([CH3:12])[CH:9]=1)[CH:2]=[O:1]. The yield is 0.800. (4) The reactants are [CH3:1][O:2][C:3](=[O:22])[C:4]1[CH:9]=[C:8]([N+:10]([O-])=O)[C:7]([NH2:13])=[C:6]([Cl:14])[C:5]=1[NH:15][C:16]1[CH:21]=[CH:20][CH:19]=[CH:18][CH:17]=1.CCO.CO.[NH4+].[Cl-].C1COCC1. The catalyst is C(Cl)Cl.C1COCC1.O.[Zn]. The product is [CH3:1][O:2][C:3](=[O:22])[C:4]1[CH:9]=[C:8]([NH2:10])[C:7]([NH2:13])=[C:6]([Cl:14])[C:5]=1[NH:15][C:16]1[CH:17]=[CH:18][CH:19]=[CH:20][CH:21]=1. The yield is 0.700. (5) The reactants are [H-].[Na+].[O:3]=[C:4]([CH2:12][C:13]1[CH:18]=[CH:17][CH:16]=[CH:15][CH:14]=1)[CH2:5]P(=O)(OC)OC.[CH3:19][O:20][C:21](=[O:37])[CH2:22][CH2:23][CH2:24][CH:25]=[CH:26][CH2:27][N:28]1[C:33](=[O:34])[CH2:32][CH2:31][CH2:30][C@@H:29]1[CH:35]=O. The catalyst is C1COCC1. The product is [CH3:19][O:20][C:21](=[O:37])[CH2:22][CH2:23][CH2:24][CH:25]=[CH:26][CH2:27][N:28]1[C@@H:29](/[CH:35]=[CH:5]/[C:4](=[O:3])[CH2:12][C:13]2[CH:14]=[CH:15][CH:16]=[CH:17][CH:18]=2)[CH2:30][CH2:31][CH2:32][C:33]1=[O:34]. The yield is 0.420. (6) The reactants are [Cl:1][C:2]1[C:7]([CH2:8][CH2:9]O)=[C:6]([NH:11][C@@H:12]2[C:20]3[C:15](=[CH:16][CH:17]=[CH:18][CH:19]=3)[CH2:14][CH2:13]2)[N:5]=[CH:4][N:3]=1.[C:21]1(=[O:31])[NH:25][C:24](=[O:26])[C:23]2=[CH:27][CH:28]=[CH:29][CH:30]=[C:22]12.C1(P(C2C=CC=CC=2)C2C=CC=CC=2)C=CC=CC=1.CC(OC(/N=N/C(OC(C)C)=O)=O)C. The catalyst is C1COCC1. The product is [Cl:1][C:2]1[C:7]([CH2:8][CH2:9][N:25]2[C:21](=[O:31])[C:22]3[C:23](=[CH:27][CH:28]=[CH:29][CH:30]=3)[C:24]2=[O:26])=[C:6]([NH:11][C@@H:12]2[C:20]3[C:15](=[CH:16][CH:17]=[CH:18][CH:19]=3)[CH2:14][CH2:13]2)[N:5]=[CH:4][N:3]=1. The yield is 0.860.